This data is from Reaction yield outcomes from USPTO patents with 853,638 reactions. The task is: Predict the reaction yield, written as a fraction of the theoretical maximum amount of product (1.0 means a 100% yield; for example, 0.34 means a 34% yield). (1) The yield is 1.00. The catalyst is CC#N.C1COCC1. The reactants are [CH3:1][C:2]1([CH3:24])[NH:7][C:6](=[O:8])[C:5]2[S:9][C:10]([N:12]3[C:17]4[CH:18]=[CH:19][C:20]([O:22][CH3:23])=[CH:21][C:16]=4[O:15][CH2:14][CH2:13]3)=[N:11][C:4]=2[CH2:3]1.[Br:25]N1C(=O)CCC1=O. The product is [Br:25][C:19]1[C:20]([O:22][CH3:23])=[CH:21][C:16]2[O:15][CH2:14][CH2:13][N:12]([C:10]3[S:9][C:5]4[C:6](=[O:8])[NH:7][C:2]([CH3:24])([CH3:1])[CH2:3][C:4]=4[N:11]=3)[C:17]=2[CH:18]=1. (2) The reactants are [Cl:1][C:2]1[C:15]([C:16]2[CH:21]=[CH:20][CH:19]=[CH:18][CH:17]=2)=[C:14](Cl)[N:5]2[N:6]=[C:7]3[C:12]([CH:11]=[C:10]([F:13])[CH:9]=[CH:8]3)=[C:4]2[N:3]=1.[CH:23]1([NH2:26])[CH2:25][CH2:24]1. The catalyst is CN(C=O)C. The product is [Cl:1][C:2]1[C:15]([C:16]2[CH:17]=[CH:18][CH:19]=[CH:20][CH:21]=2)=[C:14]([NH:26][CH:23]2[CH2:25][CH2:24]2)[N:5]2[N:6]=[C:7]3[C:12]([CH:11]=[C:10]([F:13])[CH:9]=[CH:8]3)=[C:4]2[N:3]=1. The yield is 0.527. (3) The reactants are Br[CH2:2][CH2:3][O:4][C:5]1[CH:20]=[CH:19][C:8]([O:9][C:10]2[S:11][C:12]3[CH:18]=[CH:17][CH:16]=[CH:15][C:13]=3[N:14]=2)=[CH:7][CH:6]=1.[C:21]([O:25][C:26]([N:28]1[CH2:33][C@@H:32]2[CH2:34][C@H:29]1[CH2:30][NH:31]2)=[O:27])([CH3:24])([CH3:23])[CH3:22].C(N(C(C)C)CC)(C)C. The catalyst is CC#N. The product is [C:21]([O:25][C:26]([N:28]1[CH2:33][C@@H:32]2[CH2:34][C@H:29]1[CH2:30][N:31]2[CH2:2][CH2:3][O:4][C:5]1[CH:20]=[CH:19][C:8]([O:9][C:10]2[S:11][C:12]3[CH:18]=[CH:17][CH:16]=[CH:15][C:13]=3[N:14]=2)=[CH:7][CH:6]=1)=[O:27])([CH3:24])([CH3:22])[CH3:23]. The yield is 0.920. (4) The catalyst is C1(C)C=CC=CC=1. The reactants are [CH3:1][C:2]1[CH:10]=[CH:9][C:8]([N:11]([CH3:20])[S:12]([C:15]2[S:16][CH:17]=[CH:18][CH:19]=2)(=[O:14])=[O:13])=[C:7]2[C:3]=1[CH:4]=[C:5]([C:21](=[S:23])[NH2:22])[NH:6]2.[C:24]([O:29][CH2:30][CH3:31])(=[O:28])[C:25]#[C:26][CH3:27].C(P(CCCC)CCCC)CCC.O1CCCC1. The yield is 0.640. The product is [CH3:1][C:2]1[CH:10]=[CH:9][C:8]([N:11]([CH3:20])[S:12]([C:15]2[S:16][CH:17]=[CH:18][CH:19]=2)(=[O:14])=[O:13])=[C:7]2[C:3]=1[CH:4]=[C:5]([C:21]1[S:23][CH:26]([CH2:25][C:24]([O:29][CH2:30][CH3:31])=[O:28])[CH2:27][N:22]=1)[NH:6]2. (5) The reactants are [F:1][C:2]([F:23])([F:22])[C:3]1[CH:8]=[C:7]([C:9]2[CH:10]=[CH:11][C:12]3[N:19]4[CH2:20][C@H:15]([CH2:16][CH2:17][CH2:18]4)[NH:14][C:13]=3[N:21]=2)[CH:6]=[CH:5][N:4]=1.[H-].[Na+].[N:26]1[CH:31]=[CH:30][CH:29]=[CH:28][C:27]=1[N:32]1C(=O)N2C=CC=CC2=N[C:33]1=[O:43].CCOC(C)=O. The catalyst is C1COCC1.CCCCCC. The product is [N:26]1[CH:31]=[CH:30][CH:29]=[CH:28][C:27]=1[NH:32][C:33]([N:14]1[C@@H:15]2[CH2:20][N:19]([CH2:18][CH2:17][CH2:16]2)[C:12]2[CH:11]=[CH:10][C:9]([C:7]3[CH:6]=[CH:5][N:4]=[C:3]([C:2]([F:1])([F:22])[F:23])[CH:8]=3)=[N:21][C:13]1=2)=[O:43]. The yield is 0.870. (6) The reactants are [F:1][C@H:2]1[C@@H:7]([S:8][CH3:9])[CH2:6][CH2:5][N:4]([C:10]2[N:15]=[C:14]([NH:16][C:17]3[N:22]=[CH:21][C:20]4[N:23]=[C:24]([CH2:29][O:30]C5CCCCO5)[N:25]([CH:26]([CH3:28])[CH3:27])[C:19]=4[CH:18]=3)[CH:13]=[CH:12][N:11]=2)[CH2:3]1.FC(F)(F)C(O)=O.C1(C)C=CC=CC=1. The catalyst is ClCCl. The product is [F:1][C@H:2]1[C@@H:7]([S:8][CH3:9])[CH2:6][CH2:5][N:4]([C:10]2[N:15]=[C:14]([NH:16][C:17]3[N:22]=[CH:21][C:20]4[N:23]=[C:24]([CH2:29][OH:30])[N:25]([CH:26]([CH3:28])[CH3:27])[C:19]=4[CH:18]=3)[CH:13]=[CH:12][N:11]=2)[CH2:3]1. The yield is 0.730. (7) The reactants are Br[C:2]1[S:3][C:4]([C:7]2[CH:12]=[CH:11][CH:10]=[CH:9][CH:8]=2)=[CH:5][CH:6]=1.[C:13]1([C:19]([C:21]2[CH:26]=[CH:25][CH:24]=[CH:23][CH:22]=2)=[NH:20])[CH:18]=[CH:17][CH:16]=[CH:15][CH:14]=1.C1C=CC(P(C2C(C3C(P(C4C=CC=CC=4)C4C=CC=CC=4)=CC=C4C=3C=CC=C4)=C3C(C=CC=C3)=CC=2)C2C=CC=CC=2)=CC=1.CC([O-])(C)C.[Na+]. The catalyst is C1(C)C=CC=CC=1.C1C=CC(/C=C/C(/C=C/C2C=CC=CC=2)=O)=CC=1.C1C=CC(/C=C/C(/C=C/C2C=CC=CC=2)=O)=CC=1.C1C=CC(/C=C/C(/C=C/C2C=CC=CC=2)=O)=CC=1.[Pd].[Pd]. The product is [C:21]1([C:19]([C:13]2[CH:14]=[CH:15][CH:16]=[CH:17][CH:18]=2)=[N:20][C:2]2[S:3][C:4]([C:7]3[CH:12]=[CH:11][CH:10]=[CH:9][CH:8]=3)=[CH:5][CH:6]=2)[CH:22]=[CH:23][CH:24]=[CH:25][CH:26]=1. The yield is 0.690. (8) The reactants are C([O:4][CH2:5][C:6]1[N:15]=[C:14]([N:16]2[CH2:21][CH2:20][N:19]([C:22]([O:24][C:25]([CH3:28])([CH3:27])[CH3:26])=[O:23])[CH2:18][CH2:17]2)[C:13]2[C:8](=[C:9]([F:31])[C:10]([Br:30])=[C:11]([Cl:29])[CH:12]=2)[N:7]=1)(=O)C.O[Li].O. The catalyst is C1COCC1.O. The product is [Br:30][C:10]1[C:9]([F:31])=[C:8]2[C:13]([C:14]([N:16]3[CH2:17][CH2:18][N:19]([C:22]([O:24][C:25]([CH3:27])([CH3:26])[CH3:28])=[O:23])[CH2:20][CH2:21]3)=[N:15][C:6]([CH2:5][OH:4])=[N:7]2)=[CH:12][C:11]=1[Cl:29]. The yield is 1.00.